Task: Predict the reaction yield, written as a fraction of the theoretical maximum amount of product (1.0 means a 100% yield; for example, 0.34 means a 34% yield).. Dataset: Reaction yield outcomes from USPTO patents with 853,638 reactions (1) The catalyst is C1COCC1.CCOCC. The yield is 0.540. The reactants are [Cl:1][C:2]1[CH:7]=[CH:6][C:5]([CH2:8][C:9]([N:11]2[C@H:15]([CH:16]([CH3:18])[CH3:17])[CH2:14][O:13][C:12]2=[O:19])=[O:10])=[CH:4][CH:3]=1.[CH3:20][Si]([N-][Si](C)(C)C)(C)C.[Na+].CC(O)=O. The product is [Cl:1][C:2]1[CH:7]=[CH:6][C:5]([C@@H:8]([CH3:20])[C:9]([N:11]2[C@H:15]([CH:16]([CH3:17])[CH3:18])[CH2:14][O:13][C:12]2=[O:19])=[O:10])=[CH:4][CH:3]=1. (2) The reactants are [C:1]([O:5][C:6]([NH:8][C@H:9]([CH:13]([CH3:15])[CH3:14])[C:10]([OH:12])=O)=[O:7])([CH3:4])([CH3:3])[CH3:2].[CH2:16]([NH:23][CH2:24][CH2:25][OH:26])[C:17]1[CH:22]=[CH:21][CH:20]=[CH:19][CH:18]=1.CN(C(ON1N=NC2C=CC=NC1=2)=[N+](C)C)C.F[P-](F)(F)(F)(F)F.CCN(CC)CC. The catalyst is C(Cl)Cl.O. The product is [CH2:16]([N:23]([CH2:24][CH2:25][OH:26])[C:10](=[O:12])[C@H:9]([NH:8][C:6](=[O:7])[O:5][C:1]([CH3:2])([CH3:3])[CH3:4])[CH:13]([CH3:15])[CH3:14])[C:17]1[CH:22]=[CH:21][CH:20]=[CH:19][CH:18]=1. The yield is 0.880. (3) The reactants are [N:1]1([CH2:7][C:8]2[CH:13]=[CH:12][C:11]([C:14]3[CH:27]=[N:26][C:17]4[NH:18][C:19]5[CH:24]=[N:23][C:22]([NH2:25])=[CH:21][C:20]=5[C:16]=4[CH:15]=3)=[CH:10][CH:9]=2)[CH2:6][CH2:5][CH2:4][CH2:3][CH2:2]1.[CH:28]([NH:30][NH:31][CH:32]=O)=O.Cl[Si](C)(C)C.C(N(CC)CC)C. The catalyst is N1C=CC=CC=1.O.C(Cl)Cl.CO. The product is [N:1]1([CH2:7][C:8]2[CH:13]=[CH:12][C:11]([C:14]3[CH:27]=[N:26][C:17]4[NH:18][C:19]5[CH:24]=[N:23][C:22]([N:25]6[CH:32]=[N:31][N:30]=[CH:28]6)=[CH:21][C:20]=5[C:16]=4[CH:15]=3)=[CH:10][CH:9]=2)[CH2:6][CH2:5][CH2:4][CH2:3][CH2:2]1. The yield is 0.810. (4) The reactants are [CH3:1][O:2][C:3]1[CH:4]=[C:5]2[C:10](=[CH:11][C:12]=1[O:13][CH3:14])[N:9]=[CH:8][CH:7]=[C:6]2[O:15][C:16]1[CH:22]=[CH:21][C:19]([NH2:20])=[C:18]([CH3:23])[C:17]=1[CH3:24].ClC(Cl)(O[C:29](=[O:35])OC(Cl)(Cl)Cl)Cl.[NH2:37][C:38]1[CH:43]=[CH:42][C:41]([CH3:44])=[CH:40][N:39]=1.CO. The catalyst is C(Cl)(Cl)Cl.C(N(CC)CC)C.ClCCl. The product is [CH3:1][O:2][C:3]1[CH:4]=[C:5]2[C:10](=[CH:11][C:12]=1[O:13][CH3:14])[N:9]=[CH:8][CH:7]=[C:6]2[O:15][C:16]1[CH:22]=[CH:21][C:19]([NH:20][C:29]([NH:37][C:38]2[CH:43]=[CH:42][C:41]([CH3:44])=[CH:40][N:39]=2)=[O:35])=[C:18]([CH3:23])[C:17]=1[CH3:24]. The yield is 0.720. (5) The reactants are [C:1]([CH:4]1[CH2:9][CH2:8][N:7]([C:10]([O:12][C:13]([CH3:16])([CH3:15])[CH3:14])=[O:11])[CH2:6][CH2:5]1)(=O)[CH3:2].C([O-])(=O)C.[NH4+].[B-]C#[N:24].[Na+]. The catalyst is O1CCCC1.CO. The product is [NH2:24][CH:1]([CH:4]1[CH2:9][CH2:8][N:7]([C:10]([O:12][C:13]([CH3:16])([CH3:15])[CH3:14])=[O:11])[CH2:6][CH2:5]1)[CH3:2]. The yield is 0.600. (6) The reactants are [Br:1][C:2]1[CH:7]=[CH:6][NH:5][C:4](=[O:8])[CH:3]=1.[O:9]1[CH2:11][C@H:10]1[CH2:12][N:13]1[CH2:22][CH2:21][C:20]2[C:15](=[CH:16][CH:17]=[CH:18][CH:19]=2)[CH2:14]1. The catalyst is CCO. The product is [Br:1][C:2]1[CH:7]=[CH:6][N:5]([CH2:11][C@H:10]([OH:9])[CH2:12][N:13]2[CH2:22][CH2:21][C:20]3[C:15](=[CH:16][CH:17]=[CH:18][CH:19]=3)[CH2:14]2)[C:4](=[O:8])[CH:3]=1. The yield is 0.228.